This data is from Full USPTO retrosynthesis dataset with 1.9M reactions from patents (1976-2016). The task is: Predict the reactants needed to synthesize the given product. (1) Given the product [C:1]1([C:27]2[CH:28]=[CH:29][CH:30]=[CH:31][CH:32]=2)[CH:2]=[CH:3][C:4]([NH:7][C:8](=[O:26])[C:9]2[CH:14]=[CH:13][C:12]([O:15][CH:34]([CH3:36])[CH3:35])=[C:11]([NH:16][C:17](=[O:25])[CH2:18][N:19]3[CH2:20][CH2:21][O:22][CH2:23][CH2:24]3)[CH:10]=2)=[CH:5][CH:6]=1, predict the reactants needed to synthesize it. The reactants are: [C:1]1([C:27]2[CH:32]=[CH:31][CH:30]=[CH:29][CH:28]=2)[CH:6]=[CH:5][C:4]([NH:7][C:8](=[O:26])[C:9]2[CH:14]=[CH:13][C:12]([OH:15])=[C:11]([NH:16][C:17](=[O:25])[CH2:18][N:19]3[CH2:24][CH2:23][O:22][CH2:21][CH2:20]3)[CH:10]=2)=[CH:3][CH:2]=1.I[CH:34]([CH3:36])[CH3:35].C([O-])([O-])=O.[Cs+].[Cs+].O. (2) Given the product [Cl:1][C:2]1[CH:7]=[CH:6][C:5]([O:8][C:21]2[CH:20]=[CH:19][C:16]([CH:17]=[O:18])=[CH:15][C:14]=2[F:13])=[CH:4][C:3]=1[C:9]([F:10])([F:11])[F:12], predict the reactants needed to synthesize it. The reactants are: [Cl:1][C:2]1[CH:7]=[CH:6][C:5]([OH:8])=[CH:4][C:3]=1[C:9]([F:12])([F:11])[F:10].[F:13][C:14]1[CH:15]=[C:16]([CH:19]=[CH:20][C:21]=1F)[CH:17]=[O:18].